From a dataset of Full USPTO retrosynthesis dataset with 1.9M reactions from patents (1976-2016). Predict the reactants needed to synthesize the given product. Given the product [N:28]1([C:24]2[N:25]=[CH:26][N:27]=[C:22]([O:1][CH:2]3[CH2:3][CH2:4][N:5]([C:8]([O:10][CH:11]([CH3:13])[CH3:12])=[O:9])[CH2:6][CH2:7]3)[CH:23]=2)[C:36]2[C:31](=[N:32][CH:33]=[CH:34][CH:35]=2)[CH2:30][CH2:29]1, predict the reactants needed to synthesize it. The reactants are: [OH:1][CH:2]1[CH2:7][CH2:6][N:5]([C:8]([O:10][CH:11]([CH3:13])[CH3:12])=[O:9])[CH2:4][CH2:3]1.CN(C)C=O.[H-].[Na+].Cl[C:22]1[N:27]=[CH:26][N:25]=[C:24]([N:28]2[C:36]3[C:31](=[N:32][CH:33]=[CH:34][CH:35]=3)[CH2:30][CH2:29]2)[CH:23]=1.